Dataset: Full USPTO retrosynthesis dataset with 1.9M reactions from patents (1976-2016). Task: Predict the reactants needed to synthesize the given product. Given the product [Cl:1][C:2]1[CH:19]=[CH:18][CH:17]=[CH:16][C:3]=1[O:4][CH:5]([C:7]1[N:12]=[CH:11][N:10]=[C:9]([NH2:15])[N:8]=1)[CH3:6], predict the reactants needed to synthesize it. The reactants are: [Cl:1][C:2]1[CH:19]=[CH:18][CH:17]=[CH:16][C:3]=1[O:4][CH:5]([C:7]1[N:12]=[C:11](SC)[N:10]=[C:9]([NH2:15])[N:8]=1)[CH3:6].